Dataset: Catalyst prediction with 721,799 reactions and 888 catalyst types from USPTO. Task: Predict which catalyst facilitates the given reaction. Reactant: C(Cl)(=O)C(Cl)=O.[F:7][C:8]([C:18]1[CH:23]=[CH:22][C:21]([NH:24][C:25]([C:27]2[N:32]=[CH:31][C:30]([C:33](O)=[O:34])=[CH:29][CH:28]=2)=[O:26])=[CH:20][CH:19]=1)([CH3:17])[CH2:9][NH:10][S:11]([CH:14]([CH3:16])[CH3:15])(=[O:13])=[O:12].O1CCOCC1.[CH3:42][NH2:43]. Product: [F:7][C:8]([C:18]1[CH:19]=[CH:20][C:21]([NH:24][C:25]([C:27]2[CH:28]=[CH:29][C:30]([C:33](=[O:34])[NH:43][CH3:42])=[CH:31][N:32]=2)=[O:26])=[CH:22][CH:23]=1)([CH3:17])[CH2:9][NH:10][S:11]([CH:14]([CH3:16])[CH3:15])(=[O:12])=[O:13]. The catalyst class is: 606.